The task is: Predict the reaction yield, written as a fraction of the theoretical maximum amount of product (1.0 means a 100% yield; for example, 0.34 means a 34% yield).. This data is from Reaction yield outcomes from USPTO patents with 853,638 reactions. The reactants are C(O)C.Cl.Br[C:6]1[C:7]2[N:8]([CH:13]=[CH:14][N:15]=2)[N:9]=[C:10]([Cl:12])[CH:11]=1.CCN(C(C)C)C(C)C.[NH2:25][CH2:26][CH:27]1[CH2:32][CH2:31][O:30][CH2:29][CH2:28]1. The catalyst is C(OCC)(=O)C.O. The product is [Cl:12][C:10]1[CH:11]=[C:6]([NH:25][CH2:26][CH:27]2[CH2:32][CH2:31][O:30][CH2:29][CH2:28]2)[C:7]2[N:8]([CH:13]=[CH:14][N:15]=2)[N:9]=1. The yield is 0.660.